Dataset: TCR-epitope binding with 47,182 pairs between 192 epitopes and 23,139 TCRs. Task: Binary Classification. Given a T-cell receptor sequence (or CDR3 region) and an epitope sequence, predict whether binding occurs between them. (1) The epitope is TLIGDCATV. The TCR CDR3 sequence is CASSPPFVGGHGYTF. Result: 0 (the TCR does not bind to the epitope). (2) The epitope is LLLGIGILV. The TCR CDR3 sequence is CASRFRRPYGYTF. Result: 1 (the TCR binds to the epitope). (3) The epitope is KLGGALQAK. The TCR CDR3 sequence is CASSTWTVNTEAFF. Result: 1 (the TCR binds to the epitope). (4) The epitope is FQPTNGVGY. The TCR CDR3 sequence is CASSYSRGGGTDTQYF. Result: 1 (the TCR binds to the epitope). (5) The epitope is KPLEFGATSAAL. The TCR CDR3 sequence is CASSNPGLQETQYF. Result: 1 (the TCR binds to the epitope). (6) The epitope is EIYKRWII. The TCR CDR3 sequence is CASSQGAYEQYF. Result: 0 (the TCR does not bind to the epitope).